This data is from Full USPTO retrosynthesis dataset with 1.9M reactions from patents (1976-2016). The task is: Predict the reactants needed to synthesize the given product. (1) Given the product [CH3:1][O:2][C:3](=[O:23])[NH:4][CH:5]([C:9]([N:11]1[CH2:15][CH2:14][CH2:13][CH:12]1[C:16]1[NH:17][C:18]([C:21]#[C:22][C:28]2[CH:29]=[CH:30][C:25]([Br:24])=[CH:26][CH:27]=2)=[CH:19][N:20]=1)=[O:10])[CH:6]([CH3:8])[CH3:7], predict the reactants needed to synthesize it. The reactants are: [CH3:1][O:2][C:3](=[O:23])[NH:4][CH:5]([C:9]([N:11]1[CH2:15][CH2:14][CH2:13][CH:12]1[C:16]1[NH:17][C:18]([C:21]#[CH:22])=[CH:19][N:20]=1)=[O:10])[CH:6]([CH3:8])[CH3:7].[Br:24][C:25]1[CH:30]=[CH:29][C:28](Br)=[CH:27][CH:26]=1.C(N(CC)CC)C. (2) The reactants are: [CH3:1][P:2](=[O:7])([O:5][CH3:6])[O:3][CH3:4].[Li]CCCC.[Cl:13][C:14]1[CH:15]=[C:16]([CH2:20][C:21](OC)=[O:22])[CH:17]=[CH:18][CH:19]=1. Given the product [Cl:13][C:14]1[CH:15]=[C:16]([CH2:20][C:21](=[O:22])[CH2:1][P:2](=[O:7])([O:5][CH3:6])[O:3][CH3:4])[CH:17]=[CH:18][CH:19]=1, predict the reactants needed to synthesize it.